From a dataset of Full USPTO retrosynthesis dataset with 1.9M reactions from patents (1976-2016). Predict the reactants needed to synthesize the given product. Given the product [C:24]([N:27]1[CH2:32][CH2:31][N:30]([CH2:33][CH2:34][CH2:35][O:36][C:37]2[CH:38]=[CH:39][C:40]([CH:43]3[CH2:48][CH2:47][N:46]([C:11]4[CH:12]=[CH:13][C:14]5[N:15]([C:17]([C:20]([F:23])([F:22])[F:21])=[N:18][N:19]=5)[N:16]=4)[CH2:45][CH2:44]3)=[CH:41][CH:42]=2)[CH2:29][CH2:28]1)(=[O:26])[CH3:25], predict the reactants needed to synthesize it. The reactants are: CCN(C(C)C)C(C)C.Cl[C:11]1[CH:12]=[CH:13][C:14]2[N:15]([C:17]([C:20]([F:23])([F:22])[F:21])=[N:18][N:19]=2)[N:16]=1.[C:24]([N:27]1[CH2:32][CH2:31][N:30]([CH2:33][CH2:34][CH2:35][O:36][C:37]2[CH:42]=[CH:41][C:40]([CH:43]3[CH2:48][CH2:47][NH:46][CH2:45][CH2:44]3)=[CH:39][CH:38]=2)[CH2:29][CH2:28]1)(=[O:26])[CH3:25].